From a dataset of Reaction yield outcomes from USPTO patents with 853,638 reactions. Predict the reaction yield, written as a fraction of the theoretical maximum amount of product (1.0 means a 100% yield; for example, 0.34 means a 34% yield). (1) The yield is 0.780. The reactants are C(N(C(C)C)CC)(C)C.C[Si]([N:14]=[C:15]=[O:16])(C)C.[OH:17][CH:18]([CH2:34][N:35]1[C:43]2[CH2:42][CH2:41][NH:40][CH2:39][C:38]=2[C:37]([C:44]2[CH:49]=[CH:48][C:47]([I:50])=[CH:46][CH:45]=2)=[N:36]1)[CH2:19][N:20]1[CH2:25][CH2:24][N:23]([C:26]2[CH:33]=[CH:32][CH:31]=[CH:30][C:27]=2[C:28]#[N:29])[CH2:22][CH2:21]1. The product is [C:28]([C:27]1[CH:30]=[CH:31][CH:32]=[CH:33][C:26]=1[N:23]1[CH2:22][CH2:21][N:20]([CH2:19][CH:18]([OH:17])[CH2:34][N:35]2[C:43]3[CH2:42][CH2:41][N:40]([C:15]([NH2:14])=[O:16])[CH2:39][C:38]=3[C:37]([C:44]3[CH:49]=[CH:48][C:47]([I:50])=[CH:46][CH:45]=3)=[N:36]2)[CH2:25][CH2:24]1)#[N:29]. The catalyst is CN(C1C=CN=CC=1)C.N1C=CC=CC=1.C(Cl)Cl. (2) The reactants are [Br:1][C:2]1[CH:3]=[C:4]([CH:8]=[CH:9][N:10]=1)[C:5]([OH:7])=O.CN(C(ON1N=NC2C=CC=NC1=2)=[N+](C)C)C.F[P-](F)(F)(F)(F)F.CCN(C(C)C)C(C)C.Cl.[NH2:45][C:46]1[CH:47]=[CH:48][C:49]([CH3:64])=[C:50]([NH:52][C:53]([C:55]2[S:63][C:58]3=[N:59][CH:60]=[CH:61][N:62]=[C:57]3[CH:56]=2)=[O:54])[CH:51]=1. The catalyst is CN(C=O)C. The product is [Br:1][C:2]1[CH:3]=[C:4]([CH:8]=[CH:9][N:10]=1)[C:5]([NH:45][C:46]1[CH:47]=[CH:48][C:49]([CH3:64])=[C:50]([NH:52][C:53]([C:55]2[S:63][C:58]3=[N:59][CH:60]=[CH:61][N:62]=[C:57]3[CH:56]=2)=[O:54])[CH:51]=1)=[O:7]. The yield is 0.440. (3) The reactants are [NH2:1][C:2]1[CH:3]=[N:4][CH:5]=[C:6]([Br:8])[CH:7]=1.[C:9](Cl)(=[O:14])[C:10]([CH3:13])([CH3:12])[CH3:11]. The catalyst is N1C=CC=CC=1. The product is [Br:8][C:6]1[CH:7]=[C:2]([NH:1][C:9](=[O:14])[C:10]([CH3:13])([CH3:12])[CH3:11])[CH:3]=[N:4][CH:5]=1. The yield is 0.731. (4) The reactants are [NH:1]1[C:9]2[C:4](=[CH:5][CH:6]=[C:7]([C:10]3[CH:35]=[CH:34][C:13]4[N:14]=[C:15]([C:17]5[N:21](COCC[Si](C)(C)C)[C:20]6[CH:30]=[CH:31][CH:32]=[CH:33][C:19]=6[N:18]=5)[O:16][C:12]=4[CH:11]=3)[CH:8]=2)[CH:3]=[N:2]1.[H-].[Na+].[CH2:38]([S:40](Cl)(=[O:42])=[O:41])[CH3:39]. The catalyst is CN(C=O)C. The product is [CH2:38]([S:40]([N:1]1[C:9]2[C:4](=[CH:5][CH:6]=[C:7]([C:10]3[CH:35]=[CH:34][C:13]4[N:14]=[C:15]([C:17]5[NH:21][C:20]6[CH:30]=[CH:31][CH:32]=[CH:33][C:19]=6[N:18]=5)[O:16][C:12]=4[CH:11]=3)[CH:8]=2)[CH:3]=[N:2]1)(=[O:42])=[O:41])[CH3:39]. The yield is 0.510. (5) The reactants are Cl.[CH3:2][NH:3][CH3:4].[CH2:5]([O:23][C:24]1[CH:25]=[C:26]([CH:29]=[CH:30][C:31]=1[O:32][CH2:33][CH2:34][CH2:35][CH2:36][CH2:37][CH2:38][CH2:39][CH2:40]/[CH:41]=[CH:42]\[CH2:43]/[CH:44]=[CH:45]\[CH2:46][CH2:47][CH2:48][CH2:49][CH3:50])[CH:27]=O)[CH2:6][CH2:7][CH2:8][CH2:9][CH2:10][CH2:11][CH2:12]/[CH:13]=[CH:14]\[CH2:15]/[CH:16]=[CH:17]\[CH2:18][CH2:19][CH2:20][CH2:21][CH3:22].[BH4-].[Na+].N. The catalyst is C(O)C.CC(C)[O-].CC(C)[O-].CC(C)[O-].CC(C)[O-].[Ti+4].ClCCl. The product is [CH3:2][N:3]([CH2:27][C:26]1[CH:29]=[CH:30][C:31]([O:32][CH2:33][CH2:34][CH2:35][CH2:36][CH2:37][CH2:38][CH2:39][CH2:40]/[CH:41]=[CH:42]\[CH2:43]/[CH:44]=[CH:45]\[CH2:46][CH2:47][CH2:48][CH2:49][CH3:50])=[C:24]([O:23][CH2:5][CH2:6][CH2:7][CH2:8][CH2:9][CH2:10][CH2:11][CH2:12]/[CH:13]=[CH:14]\[CH2:15]/[CH:16]=[CH:17]\[CH2:18][CH2:19][CH2:20][CH2:21][CH3:22])[CH:25]=1)[CH3:4]. The yield is 0.740. (6) The yield is 0.650. The catalyst is CO. The product is [Br:10][C:8]1[CH:9]=[C:4]2[C:5](=[CH:6][CH:7]=1)[O:11][C:21]1([CH2:20][CH2:19][CH:18]([C:12]3[CH:17]=[CH:16][CH:15]=[CH:14][CH:13]=3)[CH2:23][CH2:22]1)[CH2:1][C:2]2=[O:3]. The reactants are [CH3:1][C:2]([C:4]1[CH:9]=[C:8]([Br:10])[CH:7]=[CH:6][C:5]=1[OH:11])=[O:3].[C:12]1([CH:18]2[CH2:23][CH2:22][C:21](=O)[CH2:20][CH2:19]2)[CH:17]=[CH:16][CH:15]=[CH:14][CH:13]=1.N1CCCC1. (7) The reactants are [N:1]12[CH2:8][CH2:7][C:4]([C:9]([C:18]3[CH:23]=[CH:22][C:21]([F:24])=[CH:20][CH:19]=3)([C:11]3[CH:16]=[CH:15][C:14]([F:17])=[CH:13][CH:12]=3)[OH:10])([CH2:5][CH2:6]1)[CH2:3][CH2:2]2.[C:25]1([O:31][CH2:32][CH2:33][CH2:34][Br:35])[CH:30]=[CH:29][CH:28]=[CH:27][CH:26]=1. The catalyst is CC#N. The product is [Br-:35].[F:17][C:14]1[CH:15]=[CH:16][C:11]([C:9]([C:18]2[CH:19]=[CH:20][C:21]([F:24])=[CH:22][CH:23]=2)([OH:10])[C:4]23[CH2:5][CH2:6][N+:1]([CH2:34][CH2:33][CH2:32][O:31][C:25]4[CH:30]=[CH:29][CH:28]=[CH:27][CH:26]=4)([CH2:2][CH2:3]2)[CH2:8][CH2:7]3)=[CH:12][CH:13]=1. The yield is 0.652. (8) The reactants are [Cl:1][C:2]1[CH:7]=[C:6]([NH2:8])[CH:5]=[C:4]([C:9]([F:12])([F:11])[F:10])[C:3]=1[NH2:13].Cl[CH2:15][CH2:16][O:17][CH2:18][CH2:19]Cl.[I-].[Na+]. The catalyst is C(#N)C. The product is [Cl:1][C:2]1[CH:7]=[C:6]([N:8]2[CH2:19][CH2:18][O:17][CH2:16][CH2:15]2)[CH:5]=[C:4]([C:9]([F:12])([F:11])[F:10])[C:3]=1[NH2:13]. The yield is 0.240.